From a dataset of Full USPTO retrosynthesis dataset with 1.9M reactions from patents (1976-2016). Predict the reactants needed to synthesize the given product. (1) The reactants are: [S:1]([O-:5])([O-:4])(=[O:3])=[O:2].[Al+3:6].[K+:7].S([O-])([O-])(=O)=[O:9].S([O-])([O-])(=O)=[O:14].[K+].[K+].[OH-:20].[K+]. Given the product [S:1]([O-:5])([O-:4])(=[O:3])=[O:2].[K+:7].[K+:7].[OH-:9].[Al+3:6].[OH-:14].[OH-:20], predict the reactants needed to synthesize it. (2) The reactants are: [Br:1][C:2]1[CH:3]=[C:4]([C:7]([OH:9])=O)[O:5][CH:6]=1.COC(Cl)[Cl:13]. Given the product [Br:1][C:2]1[CH:3]=[C:4]([C:7]([Cl:13])=[O:9])[O:5][CH:6]=1, predict the reactants needed to synthesize it. (3) Given the product [F:15][C:16]1[CH:21]=[CH:20][C:19]([C@@H:22]([OH:26])[C:23]([N:7]2[C@H:9]([C:10]([O:12][CH2:31][CH3:32])=[O:11])[CH2:35][CH:5]=[N:6]2)=[O:24])=[CH:18][CH:17]=1, predict the reactants needed to synthesize it. The reactants are: C[Si]([CH:5]=[N+:6]=[N-:7])(C)C.F[C:9](F)(F)[C:10]([OH:12])=[O:11].[F:15][C:16]1[CH:21]=[CH:20][C:19]([C@@H:22]([O:26][Si](C)(C)C)[C:23](Cl)=[O:24])=[CH:18][CH:17]=1.[CH3:31][CH2:32]O.Cl[CH2:35]Cl. (4) Given the product [CH3:23][O:24][C:25]1[CH:31]=[CH:30][C:28]([NH:29][C:20]([C:17]2[CH:18]=[CH:19][C:14]([C:3]3[CH:4]=[C:5]([C:8]4[O:9][C:10]([CH3:13])=[N:11][N:12]=4)[CH:6]=[CH:7][C:2]=3[CH3:1])=[CH:15][CH:16]=2)=[O:21])=[CH:27][C:26]=1[CH3:32], predict the reactants needed to synthesize it. The reactants are: [CH3:1][C:2]1[CH:7]=[CH:6][C:5]([C:8]2[O:9][C:10]([CH3:13])=[N:11][N:12]=2)=[CH:4][C:3]=1[C:14]1[CH:19]=[CH:18][C:17]([C:20](Cl)=[O:21])=[CH:16][CH:15]=1.[CH3:23][O:24][C:25]1[CH:31]=[CH:30][C:28]([NH2:29])=[CH:27][C:26]=1[CH3:32]. (5) Given the product [CH3:21][CH:20]([CH3:22])[CH2:19][CH2:18][NH:23][CH2:1][C:3]1[O:7][C:6]([O:8][C:9]2[CH:10]=[CH:11][C:12]([C:13]([NH2:15])=[O:14])=[CH:16][CH:17]=2)=[CH:5][CH:4]=1, predict the reactants needed to synthesize it. The reactants are: [CH:1]([C:3]1[O:7][C:6]([O:8][C:9]2[CH:17]=[CH:16][C:12]([C:13]([NH2:15])=[O:14])=[CH:11][CH:10]=2)=[CH:5][CH:4]=1)=O.[CH2:18]([NH2:23])[CH2:19][CH:20]([CH3:22])[CH3:21].[BH4-].[Na+]. (6) The reactants are: [CH:1]1[C:10]2[C:5](=[CH:6]C(C#N)=[CH:8][CH:9]=2)[CH:4]=[CH:3][N:2]=1.[OH-:13].[K+].Cl.C(O)CO[CH2:19][CH2:20][OH:21]. Given the product [CH:1]1[C:10]2[C:5](=[CH:6][C:19]([C:20]([OH:21])=[O:13])=[CH:8][CH:9]=2)[CH:4]=[CH:3][N:2]=1, predict the reactants needed to synthesize it. (7) Given the product [O:7]1[C:12]2[CH:13]=[CH:14][C:15]([C:17]([N:19]3[CH:24]4[CH2:25][CH2:26][CH:20]3[CH:21]=[C:22]([C:35]3[CH:40]=[CH:39][CH:38]=[CH:37][CH:36]=3)[CH2:23]4)=[O:18])=[CH:16][C:11]=2[O:10][CH2:9][CH2:8]1, predict the reactants needed to synthesize it. The reactants are: C([O-])([O-])=O.[Na+].[Na+].[O:7]1[C:12]2[CH:13]=[CH:14][C:15]([C:17]([N:19]3[CH:24]4[CH2:25][CH2:26][CH:20]3[CH:21]=[C:22](OS(C(F)(F)F)(=O)=O)[CH2:23]4)=[O:18])=[CH:16][C:11]=2[O:10][CH2:9][CH2:8]1.[C:35]1(B(O)O)[CH:40]=[CH:39][CH:38]=[CH:37][CH:36]=1.[Cl-].[Li+]. (8) Given the product [CH3:1][C:2]1([CH2:8][OH:9])[CH2:7][CH2:6][O:5][CH2:4][CH2:3]1, predict the reactants needed to synthesize it. The reactants are: [CH3:1][C:2]1([C:8](OCC)=[O:9])[CH2:7][CH2:6][O:5][CH2:4][CH2:3]1.[H-].[Al+3].[Li+].[H-].[H-].[H-]. (9) Given the product [C:17]([C:20]1[CH:21]=[C:22]([NH:26][C:27]([NH:16][C:10]2[CH:11]=[CH:12][C:13]([O:14][CH3:15])=[C:8]([C:3]3[N:4]([CH3:7])[N:5]=[CH:6][C:2]=3[F:1])[CH:9]=2)=[O:28])[CH:23]=[CH:24][CH:25]=1)(=[O:19])[CH3:18], predict the reactants needed to synthesize it. The reactants are: [F:1][C:2]1[CH:6]=[N:5][N:4]([CH3:7])[C:3]=1[C:8]1[CH:9]=[C:10]([NH2:16])[CH:11]=[CH:12][C:13]=1[O:14][CH3:15].[C:17]([C:20]1[CH:21]=[C:22]([N:26]=[C:27]=[O:28])[CH:23]=[CH:24][CH:25]=1)(=[O:19])[CH3:18].